From a dataset of Catalyst prediction with 721,799 reactions and 888 catalyst types from USPTO. Predict which catalyst facilitates the given reaction. (1) Reactant: [NH2:1][C:2]1[C:11]([NH2:12])=[CH:10][CH:9]=[CH:8][C:3]=1[C:4]([O:6][CH3:7])=[O:5].Br[C:14]([CH3:21])([CH3:20])[C:15](OCC)=[O:16].C(N(CC)CC)C.C(OCC)(=O)C. Product: [CH3:7][O:6][C:4]([C:3]1[CH:8]=[CH:9][CH:10]=[C:11]2[C:2]=1[NH:1][C:15](=[O:16])[C:14]([CH3:21])([CH3:20])[NH:12]2)=[O:5]. The catalyst class is: 6. (2) Reactant: [OH:1][CH2:2][CH2:3][CH2:4][C:5]1[C:13]2[C:8](=[CH:9][CH:10]=[C:11]([C:14]#[N:15])[CH:12]=2)[NH:7][CH:6]=1.[S:16](Cl)([C:19]1[CH:25]=[CH:24][C:22]([CH3:23])=[CH:21][CH:20]=1)(=[O:18])=[O:17]. Product: [CH3:23][C:22]1[CH:24]=[CH:25][C:19]([S:16]([O:1][CH2:2][CH2:3][CH2:4][C:5]2[C:13]3[C:8](=[CH:9][CH:10]=[C:11]([C:14]#[N:15])[CH:12]=3)[NH:7][CH:6]=2)(=[O:18])=[O:17])=[CH:20][CH:21]=1. The catalyst class is: 2. (3) Reactant: [O:1]=[C:2]([C:12]1[CH:17]=[CH:16][CH:15]=[CH:14][CH:13]=1)[CH2:3][NH:4][C:5](=[O:11])[O:6][C:7]([CH3:10])([CH3:9])[CH3:8].[C:18]([O-])(O)=[O:19].[Na+].C=O.[Na+].[Cl-]. Product: [OH:19][CH2:18][CH:3]([NH:4][C:5](=[O:11])[O:6][C:7]([CH3:10])([CH3:8])[CH3:9])[C:2](=[O:1])[C:12]1[CH:17]=[CH:16][CH:15]=[CH:14][CH:13]=1. The catalyst class is: 14. (4) Reactant: [C:1]1([CH2:7][O:8][CH2:9][CH2:10][O:11][CH2:12][CH2:13][CH:14]([C:20](OCC)=[O:21])[C:15](OCC)=[O:16])[CH:6]=[CH:5][CH:4]=[CH:3][CH:2]=1.O.[OH-].[Na+]. Product: [C:1]1([CH2:7][O:8][CH2:9][CH2:10][O:11][CH2:12][CH2:13][CH:14]([CH2:15][OH:16])[CH2:20][OH:21])[CH:2]=[CH:3][CH:4]=[CH:5][CH:6]=1. The catalyst class is: 247. (5) Reactant: [F:1][C:2]1([F:27])[CH:7]([NH:8][C:9]2[N:26]=[C:12]3[C:13]([C:17]4[CH:22]=[CH:21][C:20]([F:23])=[C:19]([F:24])[C:18]=4[F:25])=[CH:14][CH:15]=[CH:16][N:11]3[N:10]=2)[CH2:6][CH2:5][NH:4][CH2:3]1.Br[C:29]1[O:30][C:31]([CH3:34])=[N:32][N:33]=1.C(N(C(C)C)CC)(C)C. The catalyst class is: 12. Product: [F:27][C:2]1([F:1])[CH:7]([NH:8][C:9]2[N:26]=[C:12]3[C:13]([C:17]4[CH:22]=[CH:21][C:20]([F:23])=[C:19]([F:24])[C:18]=4[F:25])=[CH:14][CH:15]=[CH:16][N:11]3[N:10]=2)[CH2:6][CH2:5][N:4]([C:29]2[O:30][C:31]([CH3:34])=[N:32][N:33]=2)[CH2:3]1.